Dataset: Catalyst prediction with 721,799 reactions and 888 catalyst types from USPTO. Task: Predict which catalyst facilitates the given reaction. (1) Reactant: Cl[C:2]1[CH:7]=[CH:6][C:5]([N+:8]([O-:10])=[O:9])=[CH:4][N:3]=1.Cl.[F:12][C:13]1([F:17])[CH2:16][NH:15][CH2:14]1.C(N(C(C)C)CC)(C)C. Product: [N+:8]([C:5]1[CH:6]=[CH:7][C:2]([N:15]2[CH2:16][C:13]([F:17])([F:12])[CH2:14]2)=[N:3][CH:4]=1)([O-:10])=[O:9]. The catalyst class is: 1. (2) Reactant: [O:1]1[CH2:6][CH:5]=[C:4]([C:7]2[N:12]=[C:11]([F:13])[C:10]3[O:14][C:15]4[C:20]([C@@:21]5([CH2:25][O:24][C:23]([NH2:26])=[N:22]5)[C:9]=3[CH:8]=2)=[CH:19][C:18]([C:27]2[C:28]([F:33])=[N:29][CH:30]=[CH:31][CH:32]=2)=[CH:17][CH:16]=4)[CH2:3][CH2:2]1. Product: [F:13][C:11]1[C:10]2[O:14][C:15]3[C:20]([C@@:21]4([CH2:25][O:24][C:23]([NH2:26])=[N:22]4)[C:9]=2[CH:8]=[C:7]([CH:4]2[CH2:5][CH2:6][O:1][CH2:2][CH2:3]2)[N:12]=1)=[CH:19][C:18]([C:27]1[C:28]([F:33])=[N:29][CH:30]=[CH:31][CH:32]=1)=[CH:17][CH:16]=3. The catalyst class is: 45. (3) Reactant: Cl[C:2]1[N:7]=[C:6]([Cl:8])[N:5]=[C:4]([N:9]([CH3:16])[C:10]2[CH:15]=[CH:14][CH:13]=[CH:12][CH:11]=2)[N:3]=1.[NH3:17]. The catalyst class is: 1. Product: [Cl:8][C:6]1[N:5]=[C:4]([N:9]([CH3:16])[C:10]2[CH:15]=[CH:14][CH:13]=[CH:12][CH:11]=2)[N:3]=[C:2]([NH2:17])[N:7]=1. (4) Reactant: [NH2:1][C:2]1[N:6]([CH2:7][CH2:8][CH2:9][N:10]([CH2:13][CH3:14])[CH2:11][CH3:12])[C:5]([SH:15])=[N:4][C:3]=1[C:16]([NH2:18])=[O:17].C(N(CC)CCCN=C=S)C.I[C:31]1[C:39]([I:40])=[CH:38][C:34]2[O:35][CH2:36][O:37][C:33]=2[CH:32]=1. Product: [NH2:1][C:2]1[N:6]([CH2:7][CH2:8][CH2:9][N:10]([CH2:13][CH3:14])[CH2:11][CH3:12])[C:5]([S:15][C:31]2[C:39]([I:40])=[CH:38][C:34]3[O:35][CH2:36][O:37][C:33]=3[CH:32]=2)=[N:4][C:3]=1[C:16]([NH2:18])=[O:17]. The catalyst class is: 28. (5) Reactant: Br[C:2]1[CH:7]=[CH:6][C:5]([Br:8])=[CH:4][N:3]=1.[C:9]([C:11]1[CH:12]=[C:13]2[C:17](=[CH:18][CH:19]=1)[N:16]([CH2:20][CH2:21][OH:22])[CH:15]=[CH:14]2)#[CH:10].C(NC(C)C)(C)C. Product: [Br:8][C:5]1[CH:6]=[CH:7][C:2]([C:10]#[C:9][C:11]2[CH:12]=[C:13]3[C:17](=[CH:18][CH:19]=2)[N:16]([CH2:20][CH2:21][OH:22])[CH:15]=[CH:14]3)=[N:3][CH:4]=1. The catalyst class is: 516.